This data is from Reaction yield outcomes from USPTO patents with 853,638 reactions. The task is: Predict the reaction yield, written as a fraction of the theoretical maximum amount of product (1.0 means a 100% yield; for example, 0.34 means a 34% yield). The reactants are [NH2:1][C:2]1[CH:7]=[CH:6][N:5]=[CH:4][N:3]=1.N12CCN(CC1)CC2.[Cl:16][C:17]1[C:18]([F:28])=[CH:19][C:20]([F:27])=[C:21]([S:23](Cl)(=[O:25])=[O:24])[CH:22]=1. The catalyst is C(#N)C. The product is [Cl:16][C:17]1[C:18]([F:28])=[CH:19][C:20]([F:27])=[C:21]([S:23]([NH:1][C:2]2[CH:7]=[CH:6][N:5]=[CH:4][N:3]=2)(=[O:25])=[O:24])[CH:22]=1. The yield is 0.0500.